Dataset: Peptide-MHC class I binding affinity with 185,985 pairs from IEDB/IMGT. Task: Regression. Given a peptide amino acid sequence and an MHC pseudo amino acid sequence, predict their binding affinity value. This is MHC class I binding data. (1) The peptide sequence is NHHPRARSM. The MHC is HLA-A02:01 with pseudo-sequence HLA-A02:01. The binding affinity (normalized) is 0.0847. (2) The peptide sequence is VVNARLRAK. The MHC is HLA-A33:01 with pseudo-sequence HLA-A33:01. The binding affinity (normalized) is 0.0644. (3) The peptide sequence is WEAWWTEY. The MHC is HLA-B40:02 with pseudo-sequence HLA-B40:02. The binding affinity (normalized) is 0. (4) The peptide sequence is MTMRRRLFK. The MHC is HLA-A24:03 with pseudo-sequence HLA-A24:03. The binding affinity (normalized) is 0.0847.